Dataset: Forward reaction prediction with 1.9M reactions from USPTO patents (1976-2016). Task: Predict the product of the given reaction. (1) The product is: [CH:2]1([NH:5][C:6](=[O:7])[NH:8][C:9]2[CH:14]=[CH:13][C:12]([C:15]3[N:16]=[C:17]([N:24]4[CH2:29][CH2:28][O:27][CH2:26][C@@H:25]4[CH3:30])[C:18]4[CH2:23][N:22]([C:41]([N:40]([CH3:44])[CH3:39])=[O:42])[CH2:21][C:19]=4[N:20]=3)=[C:11]([F:31])[CH:10]=2)[CH2:3][CH2:4]1. Given the reactants Cl.[CH:2]1([NH:5][C:6]([NH:8][C:9]2[CH:14]=[CH:13][C:12]([C:15]3[N:16]=[C:17]([N:24]4[CH2:29][CH2:28][O:27][CH2:26][C@@H:25]4[CH3:30])[C:18]4[CH2:23][NH:22][CH2:21][C:19]=4[N:20]=3)=[C:11]([F:31])[CH:10]=2)=[O:7])[CH2:4][CH2:3]1.CCN(CC)CC.[CH3:39][N:40]([CH3:44])[C:41](Cl)=[O:42], predict the reaction product. (2) Given the reactants [NH:1]1[C:5](=[O:6])[CH2:4][CH2:3][C@H:2]1[C:7]([O:9][C:10]([CH3:13])([CH3:12])[CH3:11])=[O:8].CN(C1C=CC=CN=1)C.[C:23](O[C:23]([O:25][C:26]([CH3:29])([CH3:28])[CH3:27])=[O:24])([O:25][C:26]([CH3:29])([CH3:28])[CH3:27])=[O:24], predict the reaction product. The product is: [C:26]([O:25][C:23]([N:1]1[C:5](=[O:6])[CH2:4][CH2:3][C@H:2]1[C:7]([O:9][C:10]([CH3:13])([CH3:12])[CH3:11])=[O:8])=[O:24])([CH3:29])([CH3:28])[CH3:27].